This data is from Catalyst prediction with 721,799 reactions and 888 catalyst types from USPTO. The task is: Predict which catalyst facilitates the given reaction. Reactant: [F:1][C:2]1[CH:7]=[CH:6][C:5]([F:8])=[CH:4][C:3]=1[O:9][CH3:10].[Li+].CC([N-]C(C)C)C.[Li]CCCC.C(NC(C)C)(C)C.[C:31](=[O:33])=[O:32].OS(O)(=O)=O. Product: [F:1][C:2]1[C:3]([O:9][CH3:10])=[C:4]([C:5]([F:8])=[CH:6][CH:7]=1)[C:31]([OH:33])=[O:32]. The catalyst class is: 165.